Dataset: Forward reaction prediction with 1.9M reactions from USPTO patents (1976-2016). Task: Predict the product of the given reaction. (1) Given the reactants [CH3:1][C:2]1[C:7]([O:8][CH3:9])=[C:6]([CH3:10])[C:5]([CH2:11][S@@:12]([C:14]2[NH:18][C:17]3[CH:19]=[C:20]([O:23][CH3:24])[CH:21]=[CH:22][C:16]=3[N:15]=2)=[O:13])=[N:4][CH:3]=1.[CH:25]1([C@H:31]([NH2:33])[CH3:32])[CH2:30][CH2:29][CH2:28][CH2:27][CH2:26]1, predict the reaction product. The product is: [CH:25]1([C@H:31]([NH3+:33])[CH3:32])[CH2:30][CH2:29][CH2:28][CH2:27][CH2:26]1.[CH3:24][O:23][C:20]1[CH:21]=[CH:22][C:16]2[NH:15][C:14]([S@:12]([CH2:11][C:5]3[C:6]([CH3:10])=[C:7]([O:8][CH3:9])[C:2]([CH3:1])=[CH:3][N:4]=3)=[O:13])=[N:18][C:17]=2[CH:19]=1. (2) Given the reactants [Cl:1][C:2]1[N:10]=[C:9]2[C:5]([N:6]=[CH:7][N:8]2[CH:11]2[CH2:15][CH2:14][CH2:13][CH2:12]2)=[C:4]([NH:16][CH2:17][CH2:18][NH:19][CH2:20][C:21]2[CH:26]=[CH:25][C:24]([Cl:27])=[CH:23][CH:22]=2)[N:3]=1.[NH2:28][C@H:29]1[CH2:34][CH2:33][C@H:32]([NH2:35])[CH2:31][CH2:30]1, predict the reaction product. The product is: [ClH:1].[ClH:1].[ClH:1].[NH2:28][C@H:29]1[CH2:34][CH2:33][C@H:32]([NH:35][C:2]2[N:10]=[C:9]3[C:5]([N:6]=[CH:7][N:8]3[CH:11]3[CH2:15][CH2:14][CH2:13][CH2:12]3)=[C:4]([NH:16][CH2:17][CH2:18][NH:19][CH2:20][C:21]3[CH:22]=[CH:23][C:24]([Cl:27])=[CH:25][CH:26]=3)[N:3]=2)[CH2:31][CH2:30]1. (3) Given the reactants [OH:1][CH:2]1[CH2:7][CH2:6][CH2:5][NH:4][CH2:3]1.[C:8](O[C:8]([O:10][C:11]([CH3:14])([CH3:13])[CH3:12])=[O:9])([O:10][C:11]([CH3:14])([CH3:13])[CH3:12])=[O:9], predict the reaction product. The product is: [C:11]([O:10][C:8]([N:4]1[CH2:5][CH2:6][CH2:7][CH:2]([OH:1])[CH2:3]1)=[O:9])([CH3:14])([CH3:13])[CH3:12]. (4) The product is: [NH:38]1[C:34]([C:29]2[CH:30]=[CH:31][CH:32]=[CH:33][C:28]=2[C:24]2[CH:23]=[C:22]3[C:27](=[CH:26][CH:25]=2)[C@@H:19]([N:18]2[C:6]4=[N:7][C:8]([CH2:12][CH2:13][C@@H:14]([O:16][CH3:17])[CH3:15])=[CH:9][C:10]([CH3:11])=[C:5]4[N:4]=[C:3]2[CH2:1][CH3:2])[CH2:20][CH2:21]3)=[N:35][N:36]=[N:37]1. Given the reactants [CH2:1]([C:3]1[N:18]([C@@H:19]2[C:27]3[C:22](=[CH:23][C:24]([C:28]4[CH:33]=[CH:32][CH:31]=[CH:30][C:29]=4[C:34]4[N:38](C(C5C=CC=CC=5)(C5C=CC=CC=5)C5C=CC=CC=5)[N:37]=[N:36][N:35]=4)=[CH:25][CH:26]=3)[CH2:21][CH2:20]2)[C:6]2=[N:7][C:8]([C:12]#[C:13][C@@H:14]([O:16][CH3:17])[CH3:15])=[CH:9][C:10]([CH3:11])=[C:5]2[N:4]=1)[CH3:2], predict the reaction product. (5) Given the reactants [CH3:1][O:2][C:3]1[C:11]2[O:10][C:9]([CH3:13])([CH3:12])[CH2:8][C:7]=2[CH:6]=[C:5]([CH:14]=O)[CH:4]=1.Cl.[NH2:17]O.[OH-].[K+], predict the reaction product. The product is: [CH3:1][O:2][C:3]1[C:11]2[O:10][C:9]([CH3:13])([CH3:12])[CH2:8][C:7]=2[CH:6]=[C:5]([C:14]#[N:17])[CH:4]=1.